Dataset: Forward reaction prediction with 1.9M reactions from USPTO patents (1976-2016). Task: Predict the product of the given reaction. Given the reactants S(=O)(=O)(O)O.[NH2:6][C@H:7]([CH2:11][C:12]1[CH:17]=[CH:16][C:15]([O:18][CH3:19])=[CH:14][CH:13]=1)[C:8]([OH:10])=[O:9].[OH-].[Na+].[CH3:22]O, predict the reaction product. The product is: [NH2:6][C@H:7]([CH2:11][C:12]1[CH:13]=[CH:14][C:15]([O:18][CH3:19])=[CH:16][CH:17]=1)[C:8]([O:10][CH3:22])=[O:9].